From a dataset of Reaction yield outcomes from USPTO patents with 853,638 reactions. Predict the reaction yield, written as a fraction of the theoretical maximum amount of product (1.0 means a 100% yield; for example, 0.34 means a 34% yield). (1) The reactants are [NH2:1][CH:2]1[CH2:11][C:10]2[C:5](=[N:6][CH:7]=[CH:8][CH:9]=2)[NH:4][C:3]1=[O:12].C(OC(=O)NC1CC2C(=NC=CC=2)NC1=O)(C)(C)C.[C:32]([O:36][C:37]([NH:39][C@H:40]([CH2:45][C:46]1[CH:51]=[CH:50][C:49]([F:52])=[CH:48][CH:47]=1)[CH2:41][C:42](O)=[O:43])=[O:38])([CH3:35])([CH3:34])[CH3:33].C(N(CC)CC)C.C1C=CC2N(O)N=NC=2C=1.CCN=C=NCCCN(C)C. The catalyst is C(#N)C. The product is [C:32]([O:36][C:37](=[O:38])[NH:39][C@H:40]([CH2:45][C:46]1[CH:47]=[CH:48][C:49]([F:52])=[CH:50][CH:51]=1)[CH2:41][C:42](=[O:43])[NH:1][CH:2]1[CH2:11][C:10]2[C:5](=[N:6][CH:7]=[CH:8][CH:9]=2)[NH:4][C:3]1=[O:12])([CH3:35])([CH3:33])[CH3:34]. The yield is 0.620. (2) The reactants are [NH2:1][C:2]1[CH:3]=[C:4]([CH:8]=[CH:9][C:10]=1[NH2:11])[C:5]([NH2:7])=[O:6].[C:12]1([C:18]2([C:23]3[CH:30]=[CH:29][C:26]([CH:27]=O)=[CH:25][CH:24]=3)[O:22][CH2:21][CH2:20][O:19]2)[CH:17]=[CH:16][CH:15]=[CH:14][CH:13]=1.S(S([O-])=O)([O-])(=O)=O.[Na+].[Na+]. The catalyst is CN(C=O)C. The product is [C:12]1([C:18]2([C:23]3[CH:24]=[CH:25][C:26]([C:27]4[NH:11][C:10]5[CH:9]=[CH:8][C:4]([C:5]([NH2:7])=[O:6])=[CH:3][C:2]=5[N:1]=4)=[CH:29][CH:30]=3)[O:19][CH2:20][CH2:21][O:22]2)[CH:17]=[CH:16][CH:15]=[CH:14][CH:13]=1. The yield is 0.630.